Dataset: Catalyst prediction with 721,799 reactions and 888 catalyst types from USPTO. Task: Predict which catalyst facilitates the given reaction. Reactant: [Br:1][C:2]1[C:7]2[C:8]3N[CH:10]([C:16]4[S:20][C:19]([CH:21]([CH3:23])[CH3:22])=[N:18][CH:17]=4)[CH2:11][C:12](=[O:15])[C:13]=3[O:14][C:6]=2[CH:5]=[CH:4][C:3]=1[O:24][CH3:25].[CH2:26]1COCC1. Product: [OH:15][C:12]1[C:13]2[O:14][C:6]3[CH:5]=[CH:4][C:3]([O:24][CH3:25])=[C:2]([Br:1])[C:7]=3[C:8]=2[CH:26]=[C:10]([C:16]2[S:20][C:19]([CH:21]([CH3:23])[CH3:22])=[N:18][CH:17]=2)[CH:11]=1. The catalyst class is: 697.